From a dataset of Forward reaction prediction with 1.9M reactions from USPTO patents (1976-2016). Predict the product of the given reaction. (1) The product is: [CH3:13][C:14]1[CH:35]=[CH:34][CH:33]=[CH:32][C:15]=1[CH2:16][O:17][C:18]1[CH:23]=[CH:22][C:21]([CH:24]([C:29]#[C:30][CH3:31])[CH2:25][C:26]([NH2:4])=[O:27])=[CH:20][CH:19]=1. Given the reactants C(C1NC=CN=1)(C1[NH:4]C=CN=1)=O.[CH3:13][C:14]1[CH:35]=[CH:34][CH:33]=[CH:32][C:15]=1[CH2:16][O:17][C:18]1[CH:23]=[CH:22][C:21]([CH:24]([C:29]#[C:30][CH3:31])[CH2:25][C:26](O)=[O:27])=[CH:20][CH:19]=1.[NH4+].[OH-].Cl, predict the reaction product. (2) Given the reactants [OH-].[Na+].C[O:4][C:5](=[O:46])[CH:6]([O:14][C:15]1[CH:20]=[CH:19][C:18]([C:21]2[CH:26]=[CH:25][C:24]([CH2:27][N:28]([C:30]([C:32]3[C:36]4[CH:37]=[CH:38][CH:39]=[CH:40][C:35]=4[O:34][C:33]=3[CH2:41][CH2:42][CH2:43][CH3:44])=[O:31])[CH3:29])=[CH:23][CH:22]=2)=[CH:17][C:16]=1[Br:45])[CH2:7][C:8]1[CH:13]=[CH:12][CH:11]=[CH:10][CH:9]=1.O, predict the reaction product. The product is: [Br:45][C:16]1[CH:17]=[C:18]([C:21]2[CH:26]=[CH:25][C:24]([CH2:27][N:28]([C:30]([C:32]3[C:36]4[CH:37]=[CH:38][CH:39]=[CH:40][C:35]=4[O:34][C:33]=3[CH2:41][CH2:42][CH2:43][CH3:44])=[O:31])[CH3:29])=[CH:23][CH:22]=2)[CH:19]=[CH:20][C:15]=1[O:14][CH:6]([CH2:7][C:8]1[CH:9]=[CH:10][CH:11]=[CH:12][CH:13]=1)[C:5]([OH:46])=[O:4].